This data is from Peptide-MHC class I binding affinity with 185,985 pairs from IEDB/IMGT. The task is: Regression. Given a peptide amino acid sequence and an MHC pseudo amino acid sequence, predict their binding affinity value. This is MHC class I binding data. The peptide sequence is AYVVIGILTL. The MHC is HLA-A24:02 with pseudo-sequence HLA-A24:02. The binding affinity (normalized) is 0.367.